This data is from NCI-60 drug combinations with 297,098 pairs across 59 cell lines. The task is: Regression. Given two drug SMILES strings and cell line genomic features, predict the synergy score measuring deviation from expected non-interaction effect. (1) Drug 1: CN(C)N=NC1=C(NC=N1)C(=O)N. Drug 2: C1=NC2=C(N1)C(=S)N=CN2. Cell line: A549. Synergy scores: CSS=2.05, Synergy_ZIP=-6.30, Synergy_Bliss=-6.67, Synergy_Loewe=-17.9, Synergy_HSA=-7.33. (2) Drug 1: C1=C(C(=O)NC(=O)N1)F. Drug 2: CC1CCC2CC(C(=CC=CC=CC(CC(C(=O)C(C(C(=CC(C(=O)CC(OC(=O)C3CCCCN3C(=O)C(=O)C1(O2)O)C(C)CC4CCC(C(C4)OC)OCCO)C)C)O)OC)C)C)C)OC. Cell line: UACC62. Synergy scores: CSS=45.5, Synergy_ZIP=-6.64, Synergy_Bliss=-7.28, Synergy_Loewe=-1.17, Synergy_HSA=-0.404. (3) Drug 1: C1CN1C2=NC(=NC(=N2)N3CC3)N4CC4. Drug 2: C1CC(=O)NC(=O)C1N2CC3=C(C2=O)C=CC=C3N. Cell line: IGROV1. Synergy scores: CSS=12.5, Synergy_ZIP=1.20, Synergy_Bliss=3.09, Synergy_Loewe=-1.58, Synergy_HSA=1.47. (4) Drug 1: C1=CN(C(=O)N=C1N)C2C(C(C(O2)CO)O)O.Cl. Drug 2: CC1=C(C=C(C=C1)NC(=O)C2=CC=C(C=C2)CN3CCN(CC3)C)NC4=NC=CC(=N4)C5=CN=CC=C5. Cell line: A549. Synergy scores: CSS=34.6, Synergy_ZIP=-0.910, Synergy_Bliss=-3.13, Synergy_Loewe=-35.4, Synergy_HSA=-5.29. (5) Drug 1: COC1=C(C=C2C(=C1)N=CN=C2NC3=CC(=C(C=C3)F)Cl)OCCCN4CCOCC4. Drug 2: CCCCCOC(=O)NC1=NC(=O)N(C=C1F)C2C(C(C(O2)C)O)O. Cell line: UO-31. Synergy scores: CSS=25.2, Synergy_ZIP=-11.5, Synergy_Bliss=-5.32, Synergy_Loewe=-5.15, Synergy_HSA=-2.35. (6) Synergy scores: CSS=31.5, Synergy_ZIP=-11.6, Synergy_Bliss=-0.975, Synergy_Loewe=-4.94, Synergy_HSA=1.16. Cell line: COLO 205. Drug 2: C1CN1P(=S)(N2CC2)N3CC3. Drug 1: CN(CC1=CN=C2C(=N1)C(=NC(=N2)N)N)C3=CC=C(C=C3)C(=O)NC(CCC(=O)O)C(=O)O. (7) Drug 1: CC1C(C(CC(O1)OC2CC(CC3=C2C(=C4C(=C3O)C(=O)C5=C(C4=O)C(=CC=C5)OC)O)(C(=O)CO)O)N)O.Cl. Drug 2: C1C(C(OC1N2C=NC3=C2NC=NCC3O)CO)O. Cell line: CCRF-CEM. Synergy scores: CSS=15.0, Synergy_ZIP=-1.00, Synergy_Bliss=-3.86, Synergy_Loewe=1.70, Synergy_HSA=-3.64. (8) Drug 1: CC12CCC(CC1=CCC3C2CCC4(C3CC=C4C5=CN=CC=C5)C)O. Drug 2: CC(C)CN1C=NC2=C1C3=CC=CC=C3N=C2N. Cell line: NCI-H522. Synergy scores: CSS=-4.26, Synergy_ZIP=-0.0242, Synergy_Bliss=-4.11, Synergy_Loewe=-5.92, Synergy_HSA=-5.94. (9) Drug 1: C1CC(=O)NC(=O)C1N2CC3=C(C2=O)C=CC=C3N. Drug 2: CC(C)CN1C=NC2=C1C3=CC=CC=C3N=C2N. Cell line: MDA-MB-231. Synergy scores: CSS=0.971, Synergy_ZIP=-1.10, Synergy_Bliss=-1.55, Synergy_Loewe=-1.14, Synergy_HSA=-1.10. (10) Drug 1: CCN(CC)CCNC(=O)C1=C(NC(=C1C)C=C2C3=C(C=CC(=C3)F)NC2=O)C. Drug 2: C1=CN(C=N1)CC(O)(P(=O)(O)O)P(=O)(O)O. Cell line: SF-268. Synergy scores: CSS=-3.20, Synergy_ZIP=-0.175, Synergy_Bliss=-0.843, Synergy_Loewe=-3.30, Synergy_HSA=-3.12.